From a dataset of Reaction yield outcomes from USPTO patents with 853,638 reactions. Predict the reaction yield, written as a fraction of the theoretical maximum amount of product (1.0 means a 100% yield; for example, 0.34 means a 34% yield). (1) The reactants are Cl[C:2]1[CH:7]=[CH:6][C:5]([O:8][CH3:9])=[CH:4][CH:3]=1.[C:10]1([CH3:18])[CH:15]=[CH:14][CH:13]=[CH:12][C:11]=1[Mg]Cl. The catalyst is C1CC=CCCC=C1.C1CC=CCCC=C1.[Ni].C1COCC1. The product is [C:10]1([CH3:18])[CH:15]=[CH:14][CH:13]=[CH:12][C:11]=1[C:2]1[CH:7]=[CH:6][C:5]([O:8][CH3:9])=[CH:4][CH:3]=1. The yield is 0.450. (2) The reactants are [Br:1][CH2:2][C:3]([C:5]1[C:13]2[C:8](=[N:9][CH:10]=[C:11]([Br:14])[CH:12]=2)[NH:7][CH:6]=1)=O.[NH2:15][C:16]([NH2:18])=[S:17]. The catalyst is CCO. The product is [BrH:1].[Br:14][C:11]1[CH:12]=[C:13]2[C:5]([C:3]3[N:15]=[C:16]([NH2:18])[S:17][CH:2]=3)=[CH:6][NH:7][C:8]2=[N:9][CH:10]=1. The yield is 0.700. (3) The reactants are [CH2:1]([O:3][C:4](=[O:19])[CH:5]=[CH:6][C:7]1[S:8][C:9]([CH:12]=[CH:13][C:14]([O:16][CH2:17][CH3:18])=[O:15])=[CH:10][CH:11]=1)[CH3:2]. The catalyst is CO.[Pd]. The product is [CH2:17]([O:16][C:14](=[O:15])[CH2:13][CH2:12][C:9]1[S:8][C:7]([CH2:6][CH2:5][C:4]([O:3][CH2:1][CH3:2])=[O:19])=[CH:11][CH:10]=1)[CH3:18]. The yield is 0.990. (4) The reactants are [F:1][C:2]1[CH:3]=[C:4]([C:13]2[N:18]=[C:17]([N:19]3[CH2:23][C@@H:22]([CH3:24])[CH2:21][C:20]3([CH3:26])[CH3:25])[C:16]([C:27]([OH:29])=O)=[CH:15][CH:14]=2)[CH:5]=[C:6]([O:8][CH2:9][CH:10]([CH3:12])[CH3:11])[CH:7]=1.C1N=C[N:32](C(N2C=NC=C2)=O)C=1.[OH-].[NH4+]. The catalyst is CN(C=O)C.O. The product is [F:1][C:2]1[CH:3]=[C:4]([C:13]2[N:18]=[C:17]([N:19]3[CH2:23][C@@H:22]([CH3:24])[CH2:21][C:20]3([CH3:26])[CH3:25])[C:16]([C:27]([NH2:32])=[O:29])=[CH:15][CH:14]=2)[CH:5]=[C:6]([O:8][CH2:9][CH:10]([CH3:12])[CH3:11])[CH:7]=1. The yield is 0.680. (5) The reactants are CN1CCN(C2C=C[C:11]3[C:12](C=2)=[CH:13][CH:14]=[C:15]2[C:20]=3[O:19][C:18]([C:21]([NH:23][C:24]3[CH:29]=[CH:28][C:27]([N:30]4[CH2:35][CH2:34][O:33][CH2:32][CH2:31]4)=[CH:26][CH:25]=3)=[O:22])=[CH:17][C:16]2=[O:36])CC1.C1C=CC2N(O)N=NC=2C=1.CN([C:51]([O:55]N1N=NC2C=CC=CC1=2)=[N+](C)C)C.[B-](F)(F)(F)F.[CH2:70]([N:72]([CH2:75]C)[CH2:73][CH3:74])[CH3:71].COC1C=C([N:85]2CCOCC2)C=CC=1N. The catalyst is CN(C)C1C=CN=CC=1.CN(C)C=O.C(OCC)(=O)C. The product is [CH3:51][O:55][C:29]1[CH:28]=[C:27]([N:30]2[CH2:31][CH2:32][O:33][CH2:34][CH2:35]2)[CH:26]=[CH:25][C:24]=1[NH:23][C:21]([C:18]1[O:19][C:20]2[C:15]([C:16](=[O:36])[CH:17]=1)=[CH:14][CH:13]=[CH:12][C:11]=2[N:85]1[CH2:74][CH2:73][N:72]([CH3:75])[CH2:70][CH2:71]1)=[O:22]. The yield is 0.540. (6) The reactants are [F:1][C:2]([F:30])([F:29])[O:3][C:4]1[CH:9]=[CH:8][C:7]([N:10]2[CH:14]=[N:13][C:12]([C:15]3[CH:20]=[CH:19][C:18](/[C:21](/[CH3:28])=[CH:22]/[C:23]([O:25][CH2:26][CH3:27])=[O:24])=[CH:17][CH:16]=3)=[N:11]2)=[CH:6][CH:5]=1. The catalyst is [Pd].C(OCC)(=O)C. The product is [F:30][C:2]([F:1])([F:29])[O:3][C:4]1[CH:9]=[CH:8][C:7]([N:10]2[CH:14]=[N:13][C:12]([C:15]3[CH:20]=[CH:19][C:18]([CH:21]([CH3:28])[CH2:22][C:23]([O:25][CH2:26][CH3:27])=[O:24])=[CH:17][CH:16]=3)=[N:11]2)=[CH:6][CH:5]=1. The yield is 0.980. (7) The reactants are [CH:1]([C:4]1[O:8][N:7]=[C:6]([C@H:9]2[CH2:14][CH2:13][C@H:12]([C:15]([O:17]C)=[O:16])[CH2:11][CH2:10]2)[N:5]=1)([CH3:3])[CH3:2].[OH-].[Na+]. The catalyst is CO. The product is [CH:1]([C:4]1[O:8][N:7]=[C:6]([C@H:9]2[CH2:14][CH2:13][C@H:12]([C:15]([OH:17])=[O:16])[CH2:11][CH2:10]2)[N:5]=1)([CH3:3])[CH3:2]. The yield is 1.00. (8) The reactants are [OH:1][C:2]1[C:11]2[NH:10][C:9](=[O:12])[CH2:8][O:7][C:6]=2[CH:5]=[CH:4][CH:3]=1.[C:13]([O-])([O-])=O.[K+].[K+].Br[CH2:20][C:21]([O:23][CH2:24][CH3:25])=[O:22].CI. The catalyst is CN(C=O)C. The product is [CH3:13][N:10]1[C:9](=[O:12])[CH2:8][O:7][C:6]2[CH:5]=[CH:4][CH:3]=[C:2]([O:1][CH2:20][C:21]([O:23][CH2:24][CH3:25])=[O:22])[C:11]1=2. The yield is 0.560. (9) The reactants are [C:1](Cl)(=[O:5])[C:2](Cl)=[O:3].[F:7][C:8]1[CH:23]=[CH:22][C:11]([CH2:12][C:13]2[CH:14]=[CH:15][N:16]3[C:21]=2[CH:20]=[CH:19][CH:18]=[CH:17]3)=[CH:10][CH:9]=1.[N+](C1C=CC(O)=CC=1)([O-])=O.C(N(CC)CC)C.[NH2:41][C:42]1[C:47]([Cl:48])=[CH:46][N:45]=[CH:44][C:43]=1[Cl:49].CN(C=O)C. The catalyst is ClCCl. The product is [Cl:49][C:43]1[CH:44]=[N:45][CH:46]=[C:47]([Cl:48])[C:42]=1[NH:41][C:1](=[O:5])[C:2]([C:15]1[N:16]2[C:21]([CH:20]=[CH:19][CH:18]=[CH:17]2)=[C:13]([CH2:12][C:11]2[CH:22]=[CH:23][C:8]([F:7])=[CH:9][CH:10]=2)[CH:14]=1)=[O:3]. The yield is 0.290. (10) The reactants are [F:1][C:2]1[CH:7]=[CH:6][C:5]([C:8]2[O:9][C:10]3[C:11](=[C:13]([C:17]([O:19]C)=[O:18])[CH:14]=[CH:15][CH:16]=3)[N:12]=2)=[CH:4][CH:3]=1.[OH-].[Na+].O.Cl. The catalyst is C1COCC1. The product is [F:1][C:2]1[CH:3]=[CH:4][C:5]([C:8]2[O:9][C:10]3[C:11](=[C:13]([C:17]([OH:19])=[O:18])[CH:14]=[CH:15][CH:16]=3)[N:12]=2)=[CH:6][CH:7]=1. The yield is 0.790.